From a dataset of Full USPTO retrosynthesis dataset with 1.9M reactions from patents (1976-2016). Predict the reactants needed to synthesize the given product. Given the product [C:1]([O:5][C:6]([N:8]1[CH2:13][CH2:12][CH:11]([O:14][C:17]2[C:16]([CH3:15])=[CH:25][C:24]([N+:26]([O-:28])=[O:27])=[CH:23][C:18]=2[C:19]([O:21][CH3:22])=[O:20])[CH2:10][CH2:9]1)=[O:7])([CH3:4])([CH3:2])[CH3:3], predict the reactants needed to synthesize it. The reactants are: [C:1]([O:5][C:6]([N:8]1[CH2:13][CH2:12][CH:11]([OH:14])[CH2:10][CH2:9]1)=[O:7])([CH3:4])([CH3:3])[CH3:2].[CH3:15][C:16]1[CH:25]=[C:24]([N+:26]([O-:28])=[O:27])[CH:23]=[C:18]([C:19]([O:21][CH3:22])=[O:20])[C:17]=1O.C1(P(C2C=CC=CC=2)C2C=CC=CC=2)C=CC=CC=1.N(C(OCC)=O)=NC(OCC)=O.